From a dataset of TCR-epitope binding with 47,182 pairs between 192 epitopes and 23,139 TCRs. Binary Classification. Given a T-cell receptor sequence (or CDR3 region) and an epitope sequence, predict whether binding occurs between them. (1) The epitope is TLIGDCATV. The TCR CDR3 sequence is CASSLARELGYNEQFF. Result: 1 (the TCR binds to the epitope). (2) The epitope is KAFSPEVIPMF. The TCR CDR3 sequence is CASSLVQGLAGSYEQYF. Result: 0 (the TCR does not bind to the epitope).